Dataset: Catalyst prediction with 721,799 reactions and 888 catalyst types from USPTO. Task: Predict which catalyst facilitates the given reaction. (1) Reactant: [Li]CCCC.CCCCCC.[F:12][C:13]1[CH:14]=[C:15]([C:19]2[CH:20]=[C:21]3[CH:27]=[CH:26][NH:25][C:22]3=[N:23][CH:24]=2)[CH:16]=[CH:17][CH:18]=1.[CH3:28][C:29]([Si:32](Cl)([CH3:34])[CH3:33])([CH3:31])[CH3:30]. Product: [C:29]([Si:32]([CH3:34])([CH3:33])[N:25]1[C:22]2=[N:23][CH:24]=[C:19]([C:15]3[CH:16]=[CH:17][CH:18]=[C:13]([F:12])[CH:14]=3)[CH:20]=[C:21]2[CH:27]=[CH:26]1)([CH3:31])([CH3:30])[CH3:28]. The catalyst class is: 230. (2) Reactant: [OH:1][CH2:2][CH:3]([OH:9])[CH2:4][CH2:5][CH2:6][CH2:7][OH:8].CO[CH:12](OC)[C:13]1[CH:18]=[CH:17][CH:16]=[CH:15][CH:14]=1. Product: [C:13]1([CH:12]2[O:9][CH:3]([CH2:4][CH2:5][CH2:6][CH2:7][OH:8])[CH2:2][O:1]2)[CH:18]=[CH:17][CH:16]=[CH:15][CH:14]=1. The catalyst class is: 39.